This data is from NCI-60 drug combinations with 297,098 pairs across 59 cell lines. The task is: Regression. Given two drug SMILES strings and cell line genomic features, predict the synergy score measuring deviation from expected non-interaction effect. (1) Drug 1: C1=CC(=CC=C1CC(C(=O)O)N)N(CCCl)CCCl.Cl. Drug 2: C(CC(=O)O)C(=O)CN.Cl. Cell line: MDA-MB-435. Synergy scores: CSS=-0.0870, Synergy_ZIP=2.22, Synergy_Bliss=3.36, Synergy_Loewe=-2.87, Synergy_HSA=-2.50. (2) Drug 1: CC(C)(C#N)C1=CC(=CC(=C1)CN2C=NC=N2)C(C)(C)C#N. Drug 2: CC1C(C(CC(O1)OC2CC(CC3=C2C(=C4C(=C3O)C(=O)C5=C(C4=O)C(=CC=C5)OC)O)(C(=O)CO)O)N)O.Cl. Cell line: OVCAR-8. Synergy scores: CSS=34.0, Synergy_ZIP=0.422, Synergy_Bliss=0.367, Synergy_Loewe=0.238, Synergy_HSA=1.53. (3) Drug 1: CNC(=O)C1=NC=CC(=C1)OC2=CC=C(C=C2)NC(=O)NC3=CC(=C(C=C3)Cl)C(F)(F)F. Drug 2: CCN(CC)CCCC(C)NC1=C2C=C(C=CC2=NC3=C1C=CC(=C3)Cl)OC. Cell line: COLO 205. Synergy scores: CSS=12.4, Synergy_ZIP=2.19, Synergy_Bliss=1.24, Synergy_Loewe=-37.9, Synergy_HSA=-2.85. (4) Drug 2: C1CCC(C(C1)N)N.C(=O)(C(=O)[O-])[O-].[Pt+4]. Cell line: HOP-92. Drug 1: C(=O)(N)NO. Synergy scores: CSS=19.3, Synergy_ZIP=0.595, Synergy_Bliss=-1.43, Synergy_Loewe=-19.4, Synergy_HSA=-1.11. (5) Drug 1: CC1=C2C(C(=O)C3(C(CC4C(C3C(C(C2(C)C)(CC1OC(=O)C(C(C5=CC=CC=C5)NC(=O)C6=CC=CC=C6)O)O)OC(=O)C7=CC=CC=C7)(CO4)OC(=O)C)O)C)OC(=O)C. Drug 2: CC1CCCC2(C(O2)CC(NC(=O)CC(C(C(=O)C(C1O)C)(C)C)O)C(=CC3=CSC(=N3)C)C)C. Cell line: SW-620. Synergy scores: CSS=71.1, Synergy_ZIP=4.47, Synergy_Bliss=2.57, Synergy_Loewe=3.74, Synergy_HSA=7.16. (6) Drug 1: C(=O)(N)NO. Drug 2: CCC1(CC2CC(C3=C(CCN(C2)C1)C4=CC=CC=C4N3)(C5=C(C=C6C(=C5)C78CCN9C7C(C=CC9)(C(C(C8N6C)(C(=O)OC)O)OC(=O)C)CC)OC)C(=O)OC)O.OS(=O)(=O)O. Cell line: HCT116. Synergy scores: CSS=-1.25, Synergy_ZIP=4.39, Synergy_Bliss=7.07, Synergy_Loewe=-0.197, Synergy_HSA=-0.233. (7) Drug 1: CN1CCC(CC1)COC2=C(C=C3C(=C2)N=CN=C3NC4=C(C=C(C=C4)Br)F)OC. Drug 2: CC1=C(C(CCC1)(C)C)C=CC(=CC=CC(=CC(=O)O)C)C. Cell line: UACC62. Synergy scores: CSS=9.46, Synergy_ZIP=-5.49, Synergy_Bliss=-3.07, Synergy_Loewe=-0.731, Synergy_HSA=-0.655.